From a dataset of Full USPTO retrosynthesis dataset with 1.9M reactions from patents (1976-2016). Predict the reactants needed to synthesize the given product. (1) Given the product [N:16]1[CH:17]=[CH:18][CH:19]=[CH:20][C:15]=1[C:13]1[C:12]([OH:21])=[CH:8][C:7]2[C:2](=[N:3][CH:4]=[CH:5][CH:6]=2)[N:1]=1, predict the reactants needed to synthesize it. The reactants are: [NH2:1][C:2]1[C:7]([CH:8]=O)=[CH:6][CH:5]=[CH:4][N:3]=1.Br.Br[CH2:12][C:13]([C:15]1[CH:20]=[CH:19][CH:18]=[CH:17][N:16]=1)=O.[OH-:21].[Na+].Cl. (2) Given the product [CH3:25][N:24]1[C:19]2[C:18](=[S:29])[NH:17][C:16]([C:7]3[CH:8]=[C:9]([S:12]([N:35]4[CH2:36][CH2:37][N:32]([CH3:31])[CH2:33][CH2:34]4)(=[O:14])=[O:13])[CH:10]=[CH:11][C:6]=3[O:5][CH2:4][CH2:3][CH:2]([CH3:30])[CH3:1])=[N:21][C:20]=2[C:22]([CH2:26][CH2:27][CH3:28])=[N:23]1, predict the reactants needed to synthesize it. The reactants are: [CH3:1][CH:2]([CH3:30])[CH2:3][CH2:4][O:5][C:6]1[CH:11]=[CH:10][C:9]([S:12](Cl)(=[O:14])=[O:13])=[CH:8][C:7]=1[C:16]1[NH:17][C:18](=[S:29])[C:19]2[N:24]([CH3:25])[N:23]=[C:22]([CH2:26][CH2:27][CH3:28])[C:20]=2[N:21]=1.[CH3:31][N:32]1[CH2:37][CH2:36][NH:35][CH2:34][CH2:33]1. (3) Given the product [F:3][C:4]([F:19])([F:20])[CH2:5][CH2:6][CH2:7][O:8][C:9]1[CH:18]=[CH:17][C:12]([C:13]([OH:15])=[O:14])=[CH:11][CH:10]=1, predict the reactants needed to synthesize it. The reactants are: [OH-].[Na+].[F:3][C:4]([F:20])([F:19])[CH2:5][CH2:6][CH2:7][O:8][C:9]1[CH:18]=[CH:17][C:12]([C:13]([O:15]C)=[O:14])=[CH:11][CH:10]=1. (4) Given the product [CH3:20][O:17][C:2]1[N:7]=[CH:6][C:5]([NH:8][CH3:9])=[C:4]([C:10]2[CH:15]=[CH:14][CH:13]=[CH:12][C:11]=2[CH3:16])[CH:3]=1, predict the reactants needed to synthesize it. The reactants are: Cl[C:2]1[N:7]=[CH:6][C:5]([NH:8][CH3:9])=[C:4]([C:10]2[CH:15]=[CH:14][CH:13]=[CH:12][C:11]=2[CH3:16])[CH:3]=1.[OH-:17].[Na+].Cl.[CH3:20]O. (5) Given the product [Cl:20][C:16]1[C:15]([F:21])=[C:14]([C:10]2([O:13][CH3:25])[CH2:11][CH2:12][N:8]([C:6]([O:5][C:1]([CH3:4])([CH3:2])[CH3:3])=[O:7])[CH2:9]2)[CH:19]=[CH:18][CH:17]=1, predict the reactants needed to synthesize it. The reactants are: [C:1]([O:5][C:6]([N:8]1[CH2:12][CH2:11][C:10]([C:14]2[CH:19]=[CH:18][CH:17]=[C:16]([Cl:20])[C:15]=2[F:21])([OH:13])[CH2:9]1)=[O:7])([CH3:4])([CH3:3])[CH3:2].[H-].[Na+].I[CH3:25].